Dataset: Forward reaction prediction with 1.9M reactions from USPTO patents (1976-2016). Task: Predict the product of the given reaction. (1) Given the reactants [CH2:1]([CH:11]([CH2:24][CH2:25][CH2:26]/[CH:27]=[CH:28]\[CH2:29][CH2:30][CH2:31][CH2:32][CH3:33])[CH:12]([OH:23])[CH2:13][CH2:14][CH2:15]/[CH:16]=[CH:17]\[CH2:18][CH2:19][CH2:20][CH2:21][CH3:22])[CH2:2][CH2:3]/[CH:4]=[CH:5]\[CH2:6][CH2:7][CH2:8][CH2:9][CH3:10].Cl.[CH3:35][N:36]([CH3:43])[CH2:37][CH2:38][CH2:39][C:40](O)=[O:41].CCN=C=NCCCN(C)C.Cl.C(N(C(C)C)CC)(C)C.CN(C1C=CC=CN=1)C, predict the reaction product. The product is: [CH3:35][N:36]([CH3:43])[CH2:37][CH2:38][CH2:39][C:40]([O:23][CH:12]([CH:11]([CH2:1][CH2:2][CH2:3]/[CH:4]=[CH:5]\[CH2:6][CH2:7][CH2:8][CH2:9][CH3:10])[CH2:24][CH2:25][CH2:26][CH:27]=[CH:28][CH2:29][CH2:30][CH2:31][CH2:32][CH3:33])[CH2:13][CH2:14][CH2:15][CH:16]=[CH:17][CH2:18][CH2:19][CH2:20][CH2:21][CH3:22])=[O:41]. (2) Given the reactants [Cl:1][C:2]1[CH:3]=[C:4](B2OC(C)(C)C(C)(C)O2)[CH:5]=[C:6]([Cl:10])[C:7]=1OC.Br[C:21]([C:23]([F:26])([F:25])[F:24])=[CH2:22].C([O-])([O-])=O.[Cs+].[Cs+], predict the reaction product. The product is: [Cl:10][C:6]1[CH:5]=[C:4]([C:21]([C:23]([F:26])([F:25])[F:24])=[CH2:22])[CH:3]=[C:2]([Cl:1])[C:7]=1[C:23]([F:26])([F:25])[F:24].